This data is from NCI-60 drug combinations with 297,098 pairs across 59 cell lines. The task is: Regression. Given two drug SMILES strings and cell line genomic features, predict the synergy score measuring deviation from expected non-interaction effect. (1) Synergy scores: CSS=45.5, Synergy_ZIP=2.47, Synergy_Bliss=2.23, Synergy_Loewe=0.496, Synergy_HSA=3.33. Drug 1: CC(C)(C#N)C1=CC(=CC(=C1)CN2C=NC=N2)C(C)(C)C#N. Cell line: HS 578T. Drug 2: CC1C(C(CC(O1)OC2CC(CC3=C2C(=C4C(=C3O)C(=O)C5=CC=CC=C5C4=O)O)(C(=O)C)O)N)O. (2) Drug 1: C1CC(=O)NC(=O)C1N2C(=O)C3=CC=CC=C3C2=O. Drug 2: CC1CCCC2(C(O2)CC(NC(=O)CC(C(C(=O)C(C1O)C)(C)C)O)C(=CC3=CSC(=N3)C)C)C. Cell line: HT29. Synergy scores: CSS=67.9, Synergy_ZIP=2.10, Synergy_Bliss=0.826, Synergy_Loewe=-23.0, Synergy_HSA=2.01. (3) Drug 1: CS(=O)(=O)CCNCC1=CC=C(O1)C2=CC3=C(C=C2)N=CN=C3NC4=CC(=C(C=C4)OCC5=CC(=CC=C5)F)Cl. Drug 2: C1=NNC2=C1C(=O)NC=N2. Cell line: SK-MEL-5. Synergy scores: CSS=-0.807, Synergy_ZIP=-1.55, Synergy_Bliss=-4.88, Synergy_Loewe=-3.26, Synergy_HSA=-4.33. (4) Drug 1: CCC1(CC2CC(C3=C(CCN(C2)C1)C4=CC=CC=C4N3)(C5=C(C=C6C(=C5)C78CCN9C7C(C=CC9)(C(C(C8N6C=O)(C(=O)OC)O)OC(=O)C)CC)OC)C(=O)OC)O.OS(=O)(=O)O. Drug 2: C1=NNC2=C1C(=O)NC=N2. Synergy scores: CSS=-3.17, Synergy_ZIP=0.894, Synergy_Bliss=-0.335, Synergy_Loewe=-2.94, Synergy_HSA=-2.38. Cell line: PC-3. (5) Drug 1: CC(CN1CC(=O)NC(=O)C1)N2CC(=O)NC(=O)C2. Drug 2: C(=O)(N)NO. Cell line: UACC-257. Synergy scores: CSS=0.437, Synergy_ZIP=-0.0704, Synergy_Bliss=-1.25, Synergy_Loewe=-6.82, Synergy_HSA=-4.30. (6) Drug 1: C1C(C(OC1N2C=NC3=C(N=C(N=C32)Cl)N)CO)O. Drug 2: COC1=NC(=NC2=C1N=CN2C3C(C(C(O3)CO)O)O)N. Cell line: OVCAR-5. Synergy scores: CSS=1.93, Synergy_ZIP=2.03, Synergy_Bliss=7.00, Synergy_Loewe=-1.18, Synergy_HSA=2.16.